The task is: Predict the reactants needed to synthesize the given product.. This data is from Retrosynthesis with 50K atom-mapped reactions and 10 reaction types from USPTO. (1) Given the product Nc1ccc2c(c1)=NC(=O)N=2, predict the reactants needed to synthesize it. The reactants are: O=C1N=c2ccc([N+](=O)[O-])cc2=N1. (2) Given the product C[C@@H]1Cc2oc3cc(Br)ccc3c2CN1C(=O)OC(C)(C)C, predict the reactants needed to synthesize it. The reactants are: CC(C)(C)OC(=O)OC(=O)OC(C)(C)C.C[C@@H]1Cc2oc3cc(Br)ccc3c2CN1. (3) Given the product CC(C)N1CCC(C(CN2CCNCC2)c2ccc(F)cc2)CC1, predict the reactants needed to synthesize it. The reactants are: CC(C)N1CCC(C(C(=O)N2CCNCC2)c2ccc(F)cc2)CC1. (4) Given the product Cc1cc(OCCCO)cc(OS(=O)(=O)c2cccc(C)c2)c1, predict the reactants needed to synthesize it. The reactants are: Cc1cc(O)cc(OS(=O)(=O)c2cccc(C)c2)c1.OCCCO.